From a dataset of Full USPTO retrosynthesis dataset with 1.9M reactions from patents (1976-2016). Predict the reactants needed to synthesize the given product. (1) Given the product [CH2:1]1[C:9]2[C:8]3[CH:10]=[CH:11][CH:12]=[CH:13][C:7]=3[S:6][C:5]=2[CH2:4][CH2:3][CH:2]1[C:14]([OH:16])=[O:15], predict the reactants needed to synthesize it. The reactants are: [CH2:1]1[C:9]2[C:8]3[CH:10]=[CH:11][CH:12]=[CH:13][C:7]=3[S:6][C:5]=2[CH2:4][CH2:3][CH:2]1[C:14]([O:16]CC)=[O:15].[OH-].[K+]. (2) Given the product [CH3:31][O:30][C:28]([C@@H:7]1[CH2:6][C@H:5]([O:4][C:2](=[O:3])[CH3:1])[C:19](=[O:20])[C@H:18]2[C@@:8]1([CH3:27])[CH2:9][CH2:10][C@@H:11]1[C@:17]2([CH3:21])[CH2:16][C@@H:15]([C:22]2[CH:23]=[CH:24][O:25][C:26]=2[Br:32])[O:14][C:12]1=[O:13])=[O:29], predict the reactants needed to synthesize it. The reactants are: [CH3:1][C:2]([O:4][C@@H:5]1[C:19](=[O:20])[C@H:18]2[C@@:8]([CH3:27])([CH2:9][CH2:10][C@@H:11]3[C@:17]2([CH3:21])[CH2:16][C@@H:15]([C:22]2[CH:23]=[CH:24][O:25][CH:26]=2)[O:14][C:12]3=[O:13])[C@H:7]([C:28]([O:30][CH3:31])=[O:29])[CH2:6]1)=[O:3].[Br:32]N1C(=O)CCC1=O.C([O-])([O-])=O.[Na+].[Na+]. (3) Given the product [Cl:28][C:22]1[CH:23]=[C:24]([Cl:27])[CH:25]=[CH:26][C:21]=1[C:16]1[CH:17]=[C:18]2[C:13](=[CH:14][CH:15]=1)[C:12](=[O:29])[C@H:11]1[C@@H:19]2[CH2:20][NH:8][CH2:9][CH2:10]1, predict the reactants needed to synthesize it. The reactants are: C([N:8]1[CH2:20][C@H:19]2[C@H:11]([C:12](=[O:29])[C:13]3[C:18]2=[CH:17][C:16]([C:21]2[CH:26]=[CH:25][C:24]([Cl:27])=[CH:23][C:22]=2[Cl:28])=[CH:15][CH:14]=3)[CH2:10][CH2:9]1)C1C=CC=CC=1. (4) Given the product [CH2:31]1[C:32]2[C:37](=[CH:36][CH:35]=[CH:34][CH:33]=2)[CH:28]([NH:1][C:2]2[C:3]3[N:4]([C:14]([CH3:18])=[C:15]([CH3:17])[N:16]=3)[CH:5]=[C:6]([C:8]([O:10][CH:11]([CH3:13])[CH3:12])=[O:9])[CH:7]=2)[CH2:29][O:30]1, predict the reactants needed to synthesize it. The reactants are: [NH2:1][C:2]1[C:3]2[N:4]([C:14]([CH3:18])=[C:15]([CH3:17])[N:16]=2)[CH:5]=[C:6]([C:8]([O:10][CH:11]([CH3:13])[CH3:12])=[O:9])[CH:7]=1.[I-].[Na+].C(=O)([O-])[O-].[K+].[K+].Cl[CH:28]1[C:37]2[C:32](=[CH:33][CH:34]=[CH:35][CH:36]=2)[CH2:31][O:30][CH2:29]1.